Dataset: Catalyst prediction with 721,799 reactions and 888 catalyst types from USPTO. Task: Predict which catalyst facilitates the given reaction. (1) Reactant: [NH2:1][C:2]1[N:7]=[CH:6][N:5]=[C:4](Cl)[CH:3]=1.[NH2:9][C:10]1[CH:15]=[CH:14][C:13]([NH:16][C:17](=[O:26])[O:18][CH2:19][C:20]2[CH:25]=[CH:24][CH:23]=[CH:22][CH:21]=2)=[CH:12][CH:11]=1.Cl.C(OCC)(=O)C.CCCCCC. Product: [NH2:1][C:2]1[N:7]=[CH:6][N:5]=[C:4]([NH:9][C:10]2[CH:15]=[CH:14][C:13]([NH:16][C:17](=[O:26])[O:18][CH2:19][C:20]3[CH:21]=[CH:22][CH:23]=[CH:24][CH:25]=3)=[CH:12][CH:11]=2)[CH:3]=1. The catalyst class is: 486. (2) Product: [Cl:1][C:2]1[CH:7]=[CH:6][C:5]([C:8]([F:13])([F:12])[C:9]([NH:23][CH2:24][C:25]2[CH:26]=[C:27]3[C:31](=[CH:32][CH:33]=2)[C:30](=[O:34])[N:29]([CH:35]2[CH2:40][CH2:39][C:38](=[O:41])[NH:37][C:36]2=[O:42])[CH2:28]3)=[O:11])=[C:4]([O:14][CH2:15][CH3:16])[CH:3]=1. The catalyst class is: 17. Reactant: [Cl:1][C:2]1[CH:7]=[CH:6][C:5]([C:8]([F:13])([F:12])[C:9]([OH:11])=O)=[C:4]([O:14][CH2:15][CH3:16])[CH:3]=1.P(Cl)(Cl)(Cl)=O.Cl.[NH2:23][CH2:24][C:25]1[CH:26]=[C:27]2[C:31](=[CH:32][CH:33]=1)[C:30](=[O:34])[N:29]([CH:35]1[CH2:40][CH2:39][C:38](=[O:41])[NH:37][C:36]1=[O:42])[CH2:28]2.C(=O)(O)[O-].[Na+]. (3) Reactant: [N+:1](/[CH:4]=[CH:5]/[C:6]1[CH:14]=[CH:13][C:9]2[O:10][CH2:11][O:12][C:8]=2[CH:7]=1)([O-:3])=[O:2].[C:15]([O:22][CH3:23])(=[O:21])[CH2:16][C:17]([O:19][CH3:20])=[O:18]. Product: [CH3:20][O:19][C:17]([CH:16]([CH:5]([C:6]1[CH:14]=[CH:13][C:9]2[O:10][CH2:11][O:12][C:8]=2[CH:7]=1)[CH2:4][N+:1]([O-:3])=[O:2])[C:15]([O:22][CH3:23])=[O:21])=[O:18]. The catalyst class is: 11. (4) Reactant: C([O:9][CH:10]([C:18]([F:21])([F:20])[F:19])[C:11]([F:17])([F:16])[S:12]([O-:15])(=[O:14])=[O:13])(=O)C1C=CC=CC=1.[C:22]1([S+:28]([C:35]2[CH:40]=[CH:39][CH:38]=[CH:37][CH:36]=2)[C:29]2[CH:34]=[CH:33][CH:32]=[CH:31][CH:30]=2)[CH:27]=[CH:26][CH:25]=[CH:24][CH:23]=1.[OH-].[Na+].Cl. Product: [F:17][C:11]([F:16])([S:12]([O-:15])(=[O:13])=[O:14])[CH:10]([OH:9])[C:18]([F:19])([F:21])[F:20].[C:35]1([S+:28]([C:22]2[CH:23]=[CH:24][CH:25]=[CH:26][CH:27]=2)[C:29]2[CH:34]=[CH:33][CH:32]=[CH:31][CH:30]=2)[CH:36]=[CH:37][CH:38]=[CH:39][CH:40]=1. The catalyst class is: 5. (5) Reactant: [C:1]([CH:3]=[C:4]([C:15]1[CH:16]=[CH:17][C:18]([O:25][CH3:26])=[C:19]([NH:21][C:22](=[O:24])[CH3:23])[CH:20]=1)[C:5]1[CH:10]=[CH:9][C:8]([O:11][CH3:12])=[C:7]([O:13][CH3:14])[CH:6]=1)#[N:2].N[C:28]1C=C(C(C2C=CC(OC)=C(OCC)C=2)=CC#N)C=CC=1OC.C(Cl)(=O)C. Product: [C:1]([CH:3]=[C:4]([C:15]1[CH:16]=[CH:17][C:18]([O:25][CH3:26])=[C:19]([NH:21][C:22](=[O:24])[CH3:23])[CH:20]=1)[C:5]1[CH:10]=[CH:9][C:8]([O:11][CH3:12])=[C:7]([O:13][CH2:14][CH3:28])[CH:6]=1)#[N:2]. The catalyst class is: 81. (6) The catalyst class is: 34. Product: [Br:46][C:7]1[N:8]([C:12]2[CH:16]=[N:15][CH:17]=[CH:18][CH:13]=2)[C:9]2[C:5]([C:6]=1[S:26][C:27]1[C:28]([F:38])=[C:29]([CH:30]=[CH:31][CH:32]=1)[C:33]([O:35][CH2:36][CH3:37])=[O:34])=[CH:4][CH:3]=[C:2]([Cl:1])[C:10]=2[F:11]. Reactant: [Cl:1][C:2]1[C:10]([F:11])=[C:9]2[C:5]([C:6]([S:26][C:27]3[CH:32]=[CH:31][CH:30]=[C:29]([C:33]([O:35][CH2:36][CH3:37])=[O:34])[C:28]=3[F:38])=[C:7](C3CC3)[N:8]2[C:12]2[CH:13]=N[N:15]([CH2:17][CH2:18]CC(O)=O)[CH:16]=2)=[CH:4][CH:3]=1.C1C(=O)N([Br:46])C(=O)C1. (7) Reactant: C(O[C:4]([C:6]1[C:7]([OH:27])=[C:8]2[C:20]([C:21]3[CH:26]=[CH:25][CH:24]=[CH:23][CH:22]=3)=[N:19][O:18][C:9]2=[C:10]([C:12]2[CH:17]=[CH:16][CH:15]=[CH:14][CH:13]=2)[N:11]=1)=[O:5])C.[NH2:28][CH2:29][C:30]([OH:32])=[O:31].C[O-].[Na+]. Product: [OH:27][C:7]1[C:6]([C:4]([NH:28][CH2:29][C:30]([OH:32])=[O:31])=[O:5])=[N:11][C:10]([C:12]2[CH:17]=[CH:16][CH:15]=[CH:14][CH:13]=2)=[C:9]2[O:18][N:19]=[C:20]([C:21]3[CH:22]=[CH:23][CH:24]=[CH:25][CH:26]=3)[C:8]=12. The catalyst class is: 5.